From a dataset of Merck oncology drug combination screen with 23,052 pairs across 39 cell lines. Regression. Given two drug SMILES strings and cell line genomic features, predict the synergy score measuring deviation from expected non-interaction effect. (1) Drug 1: CC1(c2nc3c(C(N)=O)cccc3[nH]2)CCCN1. Drug 2: Cn1c(=O)n(-c2ccc(C(C)(C)C#N)cc2)c2c3cc(-c4cnc5ccccc5c4)ccc3ncc21. Cell line: ZR751. Synergy scores: synergy=27.4. (2) Drug 1: CN1C(=O)C=CC2(C)C3CCC4(C)C(NC(=O)OCC(F)(F)F)CCC4C3CCC12. Drug 2: CC1(c2nc3c(C(N)=O)cccc3[nH]2)CCCN1. Cell line: VCAP. Synergy scores: synergy=15.5.